From a dataset of Catalyst prediction with 721,799 reactions and 888 catalyst types from USPTO. Predict which catalyst facilitates the given reaction. (1) Reactant: F[C:2]1[N:11]=[CH:10][C:9]2[C:8]([NH:12][C:13]3[CH:18]=[CH:17][CH:16]=[C:15]([Br:19])[CH:14]=3)=[N:7][CH:6]=[N:5][C:4]=2[CH:3]=1.[CH2:20]([N:22](CC)CC)C.Cl.CN. Product: [Br:19][C:15]1[CH:14]=[C:13]([CH:18]=[CH:17][CH:16]=1)[NH:12][C:8]1[C:9]2[CH:10]=[N:11][C:2]([NH:22][CH3:20])=[CH:3][C:4]=2[N:5]=[CH:6][N:7]=1. The catalyst class is: 32. (2) Reactant: [F:1][C:2]1[CH:3]=[CH:4][C:5]([C:8]2[N:12]=[C:11]([C:13]3[CH:18]=[C:17]([C:19]4[N:20]=[CH:21][N:22](C(C5C=CC=CC=5)(C5C=CC=CC=5)C5C=CC=CC=5)[CH:23]=4)[CH:16]=[C:15]([F:43])[CH:14]=3)[O:10][N:9]=2)=[N:6][CH:7]=1.Cl. Product: [F:1][C:2]1[CH:3]=[CH:4][C:5]([C:8]2[N:12]=[C:11]([C:13]3[CH:18]=[C:17]([C:19]4[N:20]=[CH:21][NH:22][CH:23]=4)[CH:16]=[C:15]([F:43])[CH:14]=3)[O:10][N:9]=2)=[N:6][CH:7]=1. The catalyst class is: 54. (3) Reactant: [CH3:1][C@@H:2]1[CH2:7][CH2:6][CH2:5][NH:4][C@@H:3]1[CH2:8][N:9]1[C:17](=[O:18])[C:16]2[C:11](=[CH:12][CH:13]=[CH:14][CH:15]=2)[C:10]1=[O:19].[F:20][C:21]1[CH:22]=[C:23]([CH3:31])[C:24]([I:30])=[C:25]([CH:29]=1)[C:26](O)=[O:27].CCN(C(C)C)C(C)C.CN(C(ON1N=NC2C=CC=NC1=2)=[N+](C)C)C.F[P-](F)(F)(F)(F)F. Product: [F:20][C:21]1[CH:22]=[C:23]([CH3:31])[C:24]([I:30])=[C:25]([CH:29]=1)[C:26]([N:4]1[CH2:5][CH2:6][CH2:7][C@@H:2]([CH3:1])[C@H:3]1[CH2:8][N:9]1[C:17](=[O:18])[C:16]2[C:11](=[CH:12][CH:13]=[CH:14][CH:15]=2)[C:10]1=[O:19])=[O:27]. The catalyst class is: 39. (4) The catalyst class is: 3. Reactant: [F:1][C:2]([F:31])([F:30])[C:3]1[CH:4]=[C:5]([CH:23]=[C:24]([C:26]([F:29])([F:28])[F:27])[CH:25]=1)[CH2:6][O:7][C:8]([N:10]1[CH2:16][CH2:15][CH2:14][N:13]2[N:17]=[C:18]([C:20](O)=[O:21])[CH:19]=[C:12]2[CH2:11]1)=[O:9].CN(C(ON1N=NC2C=CC=NC1=2)=[N+](C)C)C.F[P-](F)(F)(F)(F)F.CCN(CC)CC.[C:63]([NH:66][NH2:67])(=[O:65])[CH3:64]. Product: [C:63]([NH:66][NH:67][C:20]([C:18]1[CH:19]=[C:12]2[CH2:11][N:10]([C:8]([O:7][CH2:6][C:5]3[CH:23]=[C:24]([C:26]([F:29])([F:28])[F:27])[CH:25]=[C:3]([C:2]([F:1])([F:31])[F:30])[CH:4]=3)=[O:9])[CH2:16][CH2:15][CH2:14][N:13]2[N:17]=1)=[O:21])(=[O:65])[CH3:64].